This data is from Reaction yield outcomes from USPTO patents with 853,638 reactions. The task is: Predict the reaction yield, written as a fraction of the theoretical maximum amount of product (1.0 means a 100% yield; for example, 0.34 means a 34% yield). (1) The reactants are [NH2:1][C:2]1[N:7]=[CH:6][N:5]=[C:4]2[N:8]([C@@H:26]3[CH2:31][CH2:30][CH2:29][N:28]([C:32](=[O:36])[CH2:33][C:34]#[N:35])[CH2:27]3)[N:9]=[C:10]([C:11]3[CH:16]=[CH:15][C:14]([O:17][C:18]4[CH:23]=[C:22]([F:24])[CH:21]=[CH:20][C:19]=4[F:25])=[CH:13][CH:12]=3)[C:3]=12.N1[CH2:42][CH2:41][CH2:40][CH2:39]C1.C1(C=O)CC1. The catalyst is CO. The product is [NH2:1][C:2]1[N:7]=[CH:6][N:5]=[C:4]2[N:8]([C@@H:26]3[CH2:31][CH2:30][CH2:29][N:28]([C:32]([C:33](=[CH:39][CH:40]4[CH2:42][CH2:41]4)[C:34]#[N:35])=[O:36])[CH2:27]3)[N:9]=[C:10]([C:11]3[CH:16]=[CH:15][C:14]([O:17][C:18]4[CH:23]=[C:22]([F:24])[CH:21]=[CH:20][C:19]=4[F:25])=[CH:13][CH:12]=3)[C:3]=12. The yield is 0.230. (2) The reactants are [CH2:1]([O:8][C:9]1[CH:14]=[CH:13][C:12]([C:15](=O)[CH2:16][CH2:17][C:18](=O)[CH3:19])=[CH:11][CH:10]=1)[C:2]1[CH:7]=[CH:6][CH:5]=[CH:4][CH:3]=1.C(C1CCC(CC[NH2:35])CC1)CCCC.O.[C:37]1([CH3:47])[CH:42]=[CH:41][C:40](S(O)(=O)=O)=[CH:39][CH:38]=1.[C:48]1(C)C=[CH:52][CH:51]=[CH:50][CH:49]=1. No catalyst specified. The product is [CH2:1]([O:8][C:9]1[CH:14]=[CH:13][C:12]([C:15]2[N:35]([CH2:47][CH:37]3[CH2:42][CH2:41][CH:40]([CH2:48][CH2:49][CH2:50][CH2:51][CH3:52])[CH2:39][CH2:38]3)[C:18]([CH3:19])=[CH:17][CH:16]=2)=[CH:11][CH:10]=1)[C:2]1[CH:7]=[CH:6][CH:5]=[CH:4][CH:3]=1. The yield is 0.253. (3) The reactants are C(N(CC1C=NC=C(C2[CH:20]=[C:21]3[C:25](=[CH:26]C=2)[N:24]([CH:28]2[CH2:33][CH2:32][CH2:31][CH2:30][O:29]2)[N:23]=[C:22]3[C:34]2[NH:35][C:36]([C:39]([NH:41]CC3C=NC=CC=3)=[O:40])=[CH:37][N:38]=2)C=1C)C(=O)OC(C)(C)C)C.[C:49]([O:53][C:54]([N:56]([CH2:59][C:60]1[C:61]([CH3:89])=[C:62]([C:66]2[CH:67]=C3C(=CC=2)N(C2CCCCO2)N=C3C2NC(C(O)=O)=CN=2)[CH:63]=[N:64][CH:65]=1)[CH2:57][CH3:58])=[O:55])([CH3:52])([CH3:51])[CH3:50].C(N(C(C)C)CC)(C)C.[C:99]1([CH2:105][CH2:106]N)[CH2:104][CH2:103][CH2:102][CH2:101][CH:100]=1.CN(C(ON1N=NC2C=CC=NC1=2)=[N+](C)C)C.F[P-](F)(F)(F)(F)F. The catalyst is C(Cl)Cl. The product is [C:99]1([CH2:105][CH2:106][NH:41][C:39]([C:36]2[NH:35][C:34]([C:22]3[C:21]4[C:25](=[CH:26][CH:67]=[C:66]([C:62]5[C:61]([CH3:89])=[C:60]([CH2:59][N:56]([CH2:57][CH3:58])[C:54](=[O:55])[O:53][C:49]([CH3:50])([CH3:51])[CH3:52])[CH:65]=[N:64][CH:63]=5)[CH:20]=4)[N:24]([CH:28]4[CH2:33][CH2:32][CH2:31][CH2:30][O:29]4)[N:23]=3)=[N:38][CH:37]=2)=[O:40])[CH2:104][CH2:103][CH2:102][CH2:101][CH:100]=1. The yield is 0.710. (4) The reactants are [S:1]([N:11]1[C:15]2=[N:16][CH:17]=[C:18]([CH:20]=O)[N:19]=[C:14]2[CH:13]=[CH:12]1)([C:4]1[CH:10]=[CH:9][C:7]([CH3:8])=[CH:6][CH:5]=1)(=[O:3])=[O:2].[CH3:22][C:23]([S@@:26]([NH2:28])=[O:27])([CH3:25])[CH3:24]. The catalyst is C(Cl)Cl.S([O-])([O-])(=O)=O.[Cu+2]. The product is [CH3:22][C:23]([S@@:26](/[N:28]=[CH:20]/[C:18]1[N:19]=[C:14]2[CH:13]=[CH:12][N:11]([S:1]([C:4]3[CH:10]=[CH:9][C:7]([CH3:8])=[CH:6][CH:5]=3)(=[O:3])=[O:2])[C:15]2=[N:16][CH:17]=1)=[O:27])([CH3:25])[CH3:24]. The yield is 0.990. (5) The reactants are Cl[C:2]1[C:11]2[N:12]=[CH:13][N:14]([CH3:15])[C:10]=2[C:9]2[CH:8]=[C:7]([Cl:16])[CH:6]=[CH:5][C:4]=2[N:3]=1.[NH:17]1[CH2:22][CH2:21][NH:20][CH2:19][CH2:18]1. The catalyst is CCO. The product is [Cl:16][C:7]1[CH:6]=[CH:5][C:4]2[N:3]=[C:2]([N:17]3[CH2:22][CH2:21][NH:20][CH2:19][CH2:18]3)[C:11]3[N:12]=[CH:13][N:14]([CH3:15])[C:10]=3[C:9]=2[CH:8]=1. The yield is 0.570.